This data is from Forward reaction prediction with 1.9M reactions from USPTO patents (1976-2016). The task is: Predict the product of the given reaction. Given the reactants N(C(OC(C)C)=O)=NC(OC(C)C)=O.[CH3:15][O:16][C:17]([C:19]1[S:20][C:21]([CH2:24][CH2:25][CH2:26][C@H:27]2[CH2:31][CH2:30][CH:29]=[C:28]2[C:32]2[CH:37]=[CH:36][C:35]([C@@H:38]([OH:44])[CH2:39][CH2:40][CH2:41][CH2:42][CH3:43])=[CH:34][CH:33]=2)=[CH:22][CH:23]=1)=[O:18].C1C=CC(P(C2C=CC=CC=2)C2C=CC=CC=2)=CC=1.[N+:64]([C:67]1[CH:75]=[CH:74][C:70]([C:71](O)=[O:72])=[CH:69][CH:68]=1)([O-:66])=[O:65].C([O-])(O)=O.[Na+], predict the reaction product. The product is: [CH3:15][O:16][C:17]([C:19]1[S:20][C:21]([CH2:24][CH2:25][CH2:26][C@H:27]2[CH2:31][CH2:30][CH:29]=[C:28]2[C:32]2[CH:33]=[CH:34][C:35]([C@H:38]([O:44][C:71](=[O:72])[C:70]3[CH:69]=[CH:68][C:67]([N+:64]([O-:66])=[O:65])=[CH:75][CH:74]=3)[CH2:39][CH2:40][CH2:41][CH2:42][CH3:43])=[CH:36][CH:37]=2)=[CH:22][CH:23]=1)=[O:18].